Dataset: Forward reaction prediction with 1.9M reactions from USPTO patents (1976-2016). Task: Predict the product of the given reaction. (1) Given the reactants [C:1]([O:5][C:6]([N:8]([C:13]1[CH:14]=[C:15]([CH:21]=[CH:22][N:23]=1)[C:16]([O:18]CC)=[O:17])[S:9]([CH3:12])(=[O:11])=[O:10])=[O:7])([CH3:4])([CH3:3])[CH3:2].[Li+].[OH-].Cl, predict the reaction product. The product is: [C:1]([O:5][C:6]([N:8]([C:13]1[CH:14]=[C:15]([CH:21]=[CH:22][N:23]=1)[C:16]([OH:18])=[O:17])[S:9]([CH3:12])(=[O:11])=[O:10])=[O:7])([CH3:4])([CH3:2])[CH3:3]. (2) Given the reactants [CH:1](=[N:10]O)[C:2]1[O:3][C:4]([CH:7]=[N:8]O)=[CH:5][CH:6]=1.[H][H], predict the reaction product. The product is: [NH2:10][CH2:1][C:2]1[O:3][C:4]([CH2:7][NH2:8])=[CH:5][CH:6]=1. (3) Given the reactants O[C:2]1([C:14]2[S:15][CH:16]=[CH:17][N:18]=2)[CH2:6][CH2:5][N:4](C(OC(C)(C)C)=O)[CH2:3]1.[F:19][C:20]([F:25])([F:24])[C:21]([OH:23])=[O:22].[Al], predict the reaction product. The product is: [F:19][C:20]([F:25])([F:24])[C:21]([OH:23])=[O:22].[NH:4]1[CH2:5][CH:6]=[C:2]([C:14]2[S:15][CH:16]=[CH:17][N:18]=2)[CH2:3]1.